Dataset: Forward reaction prediction with 1.9M reactions from USPTO patents (1976-2016). Task: Predict the product of the given reaction. Given the reactants Cl.O1CCOCC1.[CH3:8][C:9]1[CH:10]=[C:11](/[CH:48]=[CH:49]/[CH2:50][CH2:51][N:52]2[CH2:55][C:54]3([CH2:60][CH2:59][CH2:58][N:57](C(OC(C)(C)C)=O)[CH2:56]3)[CH2:53]2)[CH:12]=[CH:13][C:14]=1[CH2:15][C:16]1[C:17]([O:24][C@@H:25]2[O:42][C@H:41]([CH2:43][O:44]C(=O)C)[C@@H:36]([O:37]C(=O)C)[C@H:31]([O:32]C(=O)C)[C@H:26]2[O:27]C(=O)C)=[N:18][NH:19][C:20]=1[CH:21]([CH3:23])[CH3:22], predict the reaction product. The product is: [O:24]([C:17]1[C:16]([CH2:15][C:14]2[CH:13]=[CH:12][C:11](/[CH:48]=[CH:49]/[CH2:50][CH2:51][N:52]3[CH2:53][C:54]4([CH2:60][CH2:59][CH2:58][NH:57][CH2:56]4)[CH2:55]3)=[CH:10][C:9]=2[CH3:8])=[C:20]([CH:21]([CH3:23])[CH3:22])[NH:19][N:18]=1)[C@@H:25]1[O:42][C@H:41]([CH2:43][OH:44])[C@@H:36]([OH:37])[C@H:31]([OH:32])[C@H:26]1[OH:27].